From a dataset of Catalyst prediction with 721,799 reactions and 888 catalyst types from USPTO. Predict which catalyst facilitates the given reaction. (1) Reactant: [CH2:1]([N:8]1[C:12](=[O:13])[CH2:11][S:10][C:9]1=[S:14])[C:2]1[CH:7]=[CH:6][CH:5]=[CH:4][CH:3]=1.[F:15][C:16]([F:31])([F:30])[C:17]1[CH:22]=[CH:21][CH:20]=[CH:19][C:18]=1[C:23]1[O:27][C:26]([CH:28]=O)=[CH:25][CH:24]=1.N1CCCCC1. Product: [CH2:1]([N:8]1[C:12](=[O:13])/[C:11](=[CH:28]/[C:26]2[O:27][C:23]([C:18]3[CH:19]=[CH:20][CH:21]=[CH:22][C:17]=3[C:16]([F:30])([F:15])[F:31])=[CH:24][CH:25]=2)/[S:10][C:9]1=[S:14])[C:2]1[CH:3]=[CH:4][CH:5]=[CH:6][CH:7]=1. The catalyst class is: 11. (2) Reactant: Cl.[CH3:2][O:3][C:4](=[O:10])[C@H:5]([CH:7]([CH3:9])[CH3:8])[NH2:6].C(N(CC)CC)C.[C:18](O[C:18]([O:20][C:21]([CH3:24])([CH3:23])[CH3:22])=[O:19])([O:20][C:21]([CH3:24])([CH3:23])[CH3:22])=[O:19]. Product: [CH3:2][O:3][C:4](=[O:10])[C@H:5]([CH:7]([CH3:9])[CH3:8])[NH:6][C:18]([O:20][C:21]([CH3:24])([CH3:23])[CH3:22])=[O:19]. The catalyst class is: 5. (3) Product: [CH2:17]([C@@H:19]1[NH:20][CH2:21][CH2:22][N:23]([C:37]2[N:38]([CH2:41][C:42]([F:43])([F:45])[F:44])[C:39]3[C:35]([N:36]=2)=[C:34]([N:47]2[CH2:48][CH2:49][O:50][CH2:51][CH2:52]2)[N:33]=[C:32]([C:29]2[CH:28]=[N:27][C:26]([NH2:25])=[N:31][CH:30]=2)[N:40]=3)[CH2:24]1)[CH3:18]. The catalyst class is: 6. Reactant: C(N(C(C)C)CC)(C)C.CN1CCCC1=O.[CH2:17]([C@H:19]1[CH2:24][NH:23][CH2:22][CH2:21][NH:20]1)[CH3:18].[NH2:25][C:26]1[N:31]=[CH:30][C:29]([C:32]2[N:40]=[C:39]3[C:35]([N:36]=[C:37](Cl)[N:38]3[CH2:41][C:42]([F:45])([F:44])[F:43])=[C:34]([N:47]3[CH2:52][CH2:51][O:50][CH2:49][CH2:48]3)[N:33]=2)=[CH:28][N:27]=1. (4) Reactant: [H-].[Na+].[CH3:3][N:4]1[C:8](=[O:9])[C:7]2([CH2:14][CH2:13][N:12]([C:15]([O:17][C:18]([CH3:21])([CH3:20])[CH3:19])=[O:16])[CH2:11][CH2:10]2)[NH:6][C:5]1=[O:22].[Br:23][CH2:24][CH2:25][CH2:26]Br. Product: [Br:23][CH2:24][CH2:25][CH2:26][N:6]1[C:7]2([CH2:14][CH2:13][N:12]([C:15]([O:17][C:18]([CH3:19])([CH3:21])[CH3:20])=[O:16])[CH2:11][CH2:10]2)[C:8](=[O:9])[N:4]([CH3:3])[C:5]1=[O:22]. The catalyst class is: 18. (5) Reactant: [Br:1][C:2]1[N:7]=[C:6]([C@:8]2([CH3:20])[CH2:13][O:12][C@@:11]([CH3:18])([C:14]([F:17])([F:16])[F:15])[C:10]([NH2:19])=[N:9]2)[C:5]([F:21])=[CH:4][CH:3]=1.[C:22](Cl)([C:39]1[CH:44]=[CH:43][CH:42]=[CH:41][CH:40]=1)([C:31]1[CH:38]=[CH:37][C:34]([O:35][CH3:36])=[CH:33][CH:32]=1)[C:23]1[CH:30]=[CH:29][C:26]([O:27][CH3:28])=[CH:25][CH:24]=1.C(N(CC)CC)C. Product: [CH3:36][O:35][C:34]1[CH:33]=[CH:32][C:31]([C:22]([NH:19][C:10]2[C@:11]([CH3:18])([C:14]([F:15])([F:17])[F:16])[O:12][CH2:13][C@:8]([C:6]3[C:5]([F:21])=[CH:4][CH:3]=[C:2]([Br:1])[N:7]=3)([CH3:20])[N:9]=2)([C:23]2[CH:24]=[CH:25][C:26]([O:27][CH3:28])=[CH:29][CH:30]=2)[C:39]2[CH:44]=[CH:43][CH:42]=[CH:41][CH:40]=2)=[CH:38][CH:37]=1. The catalyst class is: 2. (6) The catalyst class is: 5. Product: [Cl:38][C:35]1[CH:36]=[CH:37][C:32]([CH:8]([C:5]2[CH:4]=[CH:3][C:2]([Cl:1])=[CH:7][CH:6]=2)[C:9]2[CH:10]=[C:11]3[C:16](=[CH:17][CH:18]=2)[N:15]=[CH:14][N:13]=[C:12]3[NH:19][CH2:20][CH2:21][C:22]2[CH:23]=[C:24]([CH:29]=[CH:30][CH:31]=2)[C:25]([OH:27])=[O:26])=[CH:33][CH:34]=1. Reactant: [Cl:1][C:2]1[CH:7]=[CH:6][C:5]([CH:8]([C:32]2[CH:37]=[CH:36][C:35]([Cl:38])=[CH:34][CH:33]=2)[C:9]2[CH:10]=[C:11]3[C:16](=[CH:17][CH:18]=2)[N:15]=[CH:14][N:13]=[C:12]3[NH:19][CH2:20][CH2:21][C:22]2[CH:23]=[C:24]([CH:29]=[CH:30][CH:31]=2)[C:25]([O:27]C)=[O:26])=[CH:4][CH:3]=1.[OH-].[Na+].